From a dataset of Full USPTO retrosynthesis dataset with 1.9M reactions from patents (1976-2016). Predict the reactants needed to synthesize the given product. Given the product [CH2:1]([S:9]([C:12]1[CH:16]=[C:15]([C:24]2[CH:42]=[CH:41][C:27]([N:28]([C:35]3[CH:40]=[CH:39][CH:38]=[CH:37][CH:36]=3)[C:29]3[CH:34]=[CH:33][CH:32]=[CH:31][CH:30]=3)=[CH:26][CH:25]=2)[S:14][C:13]=1[C:50]1[CH:48]=[CH:51][C:29]([N:28]([C:58]2[CH:59]=[CH:60][CH:61]=[CH:62][CH:63]=2)[C:27]2[CH:41]=[CH:42][CH:24]=[CH:25][CH:26]=2)=[CH:30][CH:31]=1)(=[O:11])=[O:10])[CH2:2][CH2:3][CH2:4][CH2:5][CH2:6][CH2:7][CH3:8], predict the reactants needed to synthesize it. The reactants are: [CH2:1]([S:9]([C:12]1[CH:16]=[CH:15][S:14][CH:13]=1)(=[O:11])=[O:10])[CH2:2][CH2:3][CH2:4][CH2:5][CH2:6][CH2:7][CH3:8].C(=O)([O-])[O-].[Cs+].[Cs+].Br[C:24]1[CH:42]=[CH:41][C:27]([N:28]([C:35]2[CH:40]=[CH:39][CH:38]=[CH:37][CH:36]=2)[C:29]2[CH:34]=[CH:33][CH:32]=[CH:31][CH:30]=2)=[CH:26][CH:25]=1.[C:48](P[C:48]([CH3:51])([CH3:50])C)(C)([CH3:51])[CH3:50].[C:58]1([C:58]2[CH:63]=[CH:62][CH:61]=[CH:60][CH:59]=2)[CH:63]=[CH:62][CH:61]=[CH:60][CH:59]=1.